Dataset: Forward reaction prediction with 1.9M reactions from USPTO patents (1976-2016). Task: Predict the product of the given reaction. Given the reactants C1COCC1.[CH3:6][O:7][C:8]1[CH:9]=[C:10]([CH:16]([CH3:20])[C:17]([O-])=[O:18])[CH:11]=[CH:12][C:13]=1[O:14][CH3:15].CC(C[AlH]CC(C)C)C, predict the reaction product. The product is: [CH3:6][O:7][C:8]1[CH:9]=[C:10]([CH:16]([CH3:20])[CH:17]=[O:18])[CH:11]=[CH:12][C:13]=1[O:14][CH3:15].